Dataset: HIV replication inhibition screening data with 41,000+ compounds from the AIDS Antiviral Screen. Task: Binary Classification. Given a drug SMILES string, predict its activity (active/inactive) in a high-throughput screening assay against a specified biological target. (1) The drug is CSc1c(C#N)c(=O)n(N)c2c1c(C)nn2-c1ccccc1. The result is 0 (inactive). (2) The compound is Cc1ccc(C2=Nc3ccc(F)cc3SC(C(=O)O)C2)cc1. The result is 0 (inactive).